From a dataset of hERG potassium channel inhibition data for cardiac toxicity prediction from Karim et al.. Regression/Classification. Given a drug SMILES string, predict its toxicity properties. Task type varies by dataset: regression for continuous values (e.g., LD50, hERG inhibition percentage) or binary classification for toxic/non-toxic outcomes (e.g., AMES mutagenicity, cardiotoxicity, hepatotoxicity). Dataset: herg_karim. (1) The result is 1 (blocker). The molecule is Nc1ccc(-c2ccc(F)cc2)cc1NC(=O)c1ccc(CN2CCC3(CCNC3)CC2)cc1. (2) The molecule is O=C(Cn1cc(Nc2nncc3cc(OCCCN4CCC[C@@H]4CO)ccc23)cn1)Nc1cccc(F)c1F. The result is 0 (non-blocker). (3) The drug is N#Cc1nc(CCCNCC(F)(F)F)cc(-c2cccc(C(F)(F)F)c2)n1. The result is 1 (blocker). (4) The drug is CCC(=O)N(Cc1ccc2ccccc2c1)C1CCNCC1. The result is 0 (non-blocker). (5) The drug is COc1cnc2ccc(=O)n(CCN3CCC(c4nc5cc(Cl)c(C)cc5[nH]4)CC3)c2c1. The result is 1 (blocker). (6) The drug is C[C@@H]1NC(c2cc(Cl)ccn2)=N[C@@]1(c1ccc(F)cc1)c1ccc(F)nc1.Cl. The result is 1 (blocker). (7) The drug is C[C@H]1Cc2c(ncnc2Oc2ccc3ccn(C(=O)Nc4cc(C5(C(F)(F)F)CC5)on4)c3c2)CN1. The result is 1 (blocker).